From a dataset of Peptide-MHC class II binding affinity with 134,281 pairs from IEDB. Regression. Given a peptide amino acid sequence and an MHC pseudo amino acid sequence, predict their binding affinity value. This is MHC class II binding data. (1) The peptide sequence is INEPTRAAIAYGLDR. The MHC is HLA-DQA10501-DQB10301 with pseudo-sequence HLA-DQA10501-DQB10301. The binding affinity (normalized) is 0.725. (2) The peptide sequence is QLVMKANNSVIMNGA. The MHC is HLA-DQA10301-DQB10302 with pseudo-sequence HLA-DQA10301-DQB10302. The binding affinity (normalized) is 0.167. (3) The peptide sequence is TSSDDQITLIKTPSL. The MHC is DRB4_0101 with pseudo-sequence DRB4_0103. The binding affinity (normalized) is 0.370.